From a dataset of Full USPTO retrosynthesis dataset with 1.9M reactions from patents (1976-2016). Predict the reactants needed to synthesize the given product. (1) Given the product [CH2:34]([O:33][C:31](=[O:32])[CH2:30][S:16][C:10]1[C:9]2[CH:17]=[CH:18][C:6]([O:5][CH2:4][C:3]3[CH:19]=[CH:20][C:21]([Cl:23])=[CH:22][C:2]=3[Cl:1])=[CH:7][C:8]=2[S:12][C:11]=1[C:13](=[O:14])[NH2:15])[CH3:35], predict the reactants needed to synthesize it. The reactants are: [Cl:1][C:2]1[CH:22]=[C:21]([Cl:23])[CH:20]=[CH:19][C:3]=1[CH2:4][O:5][C:6]1[CH:18]=[CH:17][C:9]2[C:10]([SH:16])=[C:11]([C:13]([NH2:15])=[O:14])[S:12][C:8]=2[CH:7]=1.C(=O)([O-])O.[Na+].Br[CH2:30][C:31]([O:33][CH2:34][CH3:35])=[O:32].CN(C=O)C. (2) Given the product [Cl:12][C:9]1[CH:10]=[CH:11][C:6]([CH:5]=[CH:4][C:3]([OH:29])=[O:2])=[CH:7][C:8]=1[NH:13][C:14]([C:16]1[CH:17]=[C:18]([C:23]2[CH:28]=[CH:27][CH:26]=[CH:25][CH:24]=2)[CH:19]=[CH:20][C:21]=1[F:22])=[O:15], predict the reactants needed to synthesize it. The reactants are: C[O:2][C:3](=[O:29])[CH:4]=[CH:5][C:6]1[CH:11]=[CH:10][C:9]([Cl:12])=[C:8]([NH:13][C:14]([C:16]2[CH:17]=[C:18]([C:23]3[CH:28]=[CH:27][CH:26]=[CH:25][CH:24]=3)[CH:19]=[CH:20][C:21]=2[F:22])=[O:15])[CH:7]=1.CO.[OH-].[Na+].